From a dataset of Catalyst prediction with 721,799 reactions and 888 catalyst types from USPTO. Predict which catalyst facilitates the given reaction. Reactant: [F:1][C:2]([F:11])([F:10])[C:3]1[CH:4]=[C:5]([CH:7]=[CH:8][CH:9]=1)[NH2:6].[C:12]1([CH3:21])[CH:17]=[CH:16][CH:15]=[C:14]([C:18](O)=[O:19])[CH:13]=1.C1C=CC2N(O)N=NC=2C=1.CCN=C=NCCCN(C)C.Cl.CCN(C(C)C)C(C)C. Product: [CH3:21][C:12]1[CH:13]=[C:14]([CH:15]=[CH:16][CH:17]=1)[C:18]([NH:6][C:5]1[CH:7]=[CH:8][CH:9]=[C:3]([C:2]([F:10])([F:11])[F:1])[CH:4]=1)=[O:19]. The catalyst class is: 3.